This data is from Reaction yield outcomes from USPTO patents with 853,638 reactions. The task is: Predict the reaction yield, written as a fraction of the theoretical maximum amount of product (1.0 means a 100% yield; for example, 0.34 means a 34% yield). (1) The reactants are Br[C:2]1[C:3](=[O:12])[CH2:4][CH2:5][C:6]=1[O:7][CH2:8][CH:9]([CH3:11])[CH3:10].[F:13][C:14]1[CH:19]=[CH:18][C:17](B(O)O)=[CH:16][CH:15]=1.COC1C=CC=C(OC)C=1C1C=CC=CC=1P(C1CCCCC1)C1CCCCC1.[O-]P([O-])([O-])=O.[K+].[K+].[K+]. The catalyst is CC([O-])=O.CC([O-])=O.[Pd+2]. The product is [F:13][C:14]1[CH:19]=[CH:18][C:17]([C:2]2[C:3](=[O:12])[CH2:4][CH2:5][C:6]=2[O:7][CH2:8][CH:9]([CH3:11])[CH3:10])=[CH:16][CH:15]=1. The yield is 0.810. (2) The reactants are [CH:1]([C:4]1[N:5]=[C:6]2[CH:11]=[C:10]([C:12]#[N:13])[CH:9]=[CH:8][N:7]2[CH:14]=1)([CH3:3])[CH3:2].Cl[S:16]([O:19][Si](C)(C)C)(=[O:18])=[O:17]. The catalyst is ClC(Cl)C. The product is [C:12]([C:10]1[CH:9]=[CH:8][N:7]2[C:14]([S:16]([OH:19])(=[O:18])=[O:17])=[C:4]([CH:1]([CH3:3])[CH3:2])[N:5]=[C:6]2[CH:11]=1)#[N:13]. The yield is 0.950. (3) The reactants are [CH3:1][C@H:2]1[CH2:7][NH:6][C@H:5]([CH3:8])[CH2:4][NH:3]1.CS(O)(=O)=O.C([O-])(=O)C.[K+].Cl[C:20]([O:22][CH2:23][CH3:24])=[O:21]. The catalyst is O.O1CCCC1.C(O)C. The product is [CH3:1][C@H:2]1[CH2:7][NH:6][C@H:5]([CH3:8])[CH2:4][N:3]1[C:20]([O:22][CH2:23][CH3:24])=[O:21]. The yield is 0.740. (4) The reactants are Cl[C:2]1[CH:3]=[CH:4][C:5]2[O:6][CH2:7][CH2:8][C:9]3[CH:15]=[C:14]([C:16]4[N:17]([C:21]5[CH:26]=[CH:25][C:24]([F:27])=[CH:23][C:22]=5[F:28])[N:18]=[CH:19][N:20]=4)[S:13][C:10]=3[C:11]=2[N:12]=1.[CH3:29][N:30](C)C=O. The catalyst is [C-]#N.[Zn+2].[C-]#N.C1C=CC([P]([Pd]([P](C2C=CC=CC=2)(C2C=CC=CC=2)C2C=CC=CC=2)([P](C2C=CC=CC=2)(C2C=CC=CC=2)C2C=CC=CC=2)[P](C2C=CC=CC=2)(C2C=CC=CC=2)C2C=CC=CC=2)(C2C=CC=CC=2)C2C=CC=CC=2)=CC=1. The product is [C:29]([C:2]1[CH:3]=[CH:4][C:5]2[O:6][CH2:7][CH2:8][C:9]3[CH:15]=[C:14]([C:16]4[N:17]([C:21]5[CH:26]=[CH:25][C:24]([F:27])=[CH:23][C:22]=5[F:28])[N:18]=[CH:19][N:20]=4)[S:13][C:10]=3[C:11]=2[N:12]=1)#[N:30]. The yield is 0.600. (5) The reactants are Cl[C:2]1[C:7]([CH:8]([CH3:10])[CH3:9])=[C:6]([O:11][CH3:12])[N:5]=[C:4]([O:13][CH3:14])[N:3]=1.[Cl:15][C:16]1[CH:17]=[C:18]([CH2:23][C:24]#[N:25])[CH:19]=[C:20]([Cl:22])[CH:21]=1.[H-].[Na+].[Cl-].[NH4+]. The catalyst is CN(C=O)C. The product is [Cl:15][C:16]1[CH:17]=[C:18]([CH:23]([C:2]2[C:7]([CH:8]([CH3:10])[CH3:9])=[C:6]([O:11][CH3:12])[N:5]=[C:4]([O:13][CH3:14])[N:3]=2)[C:24]#[N:25])[CH:19]=[C:20]([Cl:22])[CH:21]=1. The yield is 0.610. (6) The reactants are [N:1]([C@@H:4]1[CH2:8][N:7]([C:9]2[N:13]3[C:14]4[CH:20]=[CH:19][NH:18][C:15]=4[N:16]=[CH:17][C:12]3=[N:11][CH:10]=2)[C@H:6]([CH2:21][CH3:22])[CH2:5]1)=[N+]=[N-].BrCC(OC(C)(C)C)=O.Cl.N([C@@H]1CN[C@H](C)C1)=[N+]=[N-].N([C@@H]1CN(C(OC(C)(C)C)=O)[C@H](C)C1)=[N+]=[N-].[OH-].[Na+].[H][H]. The catalyst is CCO.[OH-].[OH-].[Pd+2]. The product is [CH2:21]([C@H:6]1[N:7]([C:9]2[N:13]3[C:14]4[CH:20]=[CH:19][NH:18][C:15]=4[N:16]=[CH:17][C:12]3=[N:11][CH:10]=2)[CH2:8][C@@H:4]([NH2:1])[CH2:5]1)[CH3:22]. The yield is 0.890. (7) The reactants are [CH2:1]([NH:3][C:4]([NH:6][C:7]1[CH:12]=[CH:11][C:10]([C:13]2[N:14]=[C:15]([N:23]3[CH2:28][CH2:27][O:26][CH2:25][C@@H:24]3[CH3:29])[C:16]3[CH2:22][CH2:21][NH:20][CH2:19][C:17]=3[N:18]=2)=[CH:9][CH:8]=1)=[O:5])[CH3:2].C(N(CC)C(C)C)(C)C.Br[CH2:40][CH2:41][O:42][Si](C(C)(C)C)(C)C. The catalyst is C(#N)C.CN1CCCC1=O. The product is [CH2:1]([NH:3][C:4]([NH:6][C:7]1[CH:8]=[CH:9][C:10]([C:13]2[N:14]=[C:15]([N:23]3[CH2:28][CH2:27][O:26][CH2:25][C@@H:24]3[CH3:29])[C:16]3[CH2:22][CH2:21][N:20]([CH2:40][CH2:41][OH:42])[CH2:19][C:17]=3[N:18]=2)=[CH:11][CH:12]=1)=[O:5])[CH3:2]. The yield is 0.520.